Dataset: Peptide-MHC class I binding affinity with 185,985 pairs from IEDB/IMGT. Task: Regression. Given a peptide amino acid sequence and an MHC pseudo amino acid sequence, predict their binding affinity value. This is MHC class I binding data. The peptide sequence is ALSMGINTV. The MHC is HLA-A30:01 with pseudo-sequence HLA-A30:01. The binding affinity (normalized) is 0.0847.